Dataset: Reaction yield outcomes from USPTO patents with 853,638 reactions. Task: Predict the reaction yield, written as a fraction of the theoretical maximum amount of product (1.0 means a 100% yield; for example, 0.34 means a 34% yield). (1) The reactants are [NH2:1][C:2]1[C:6](C(OC)=O)=[CH:5][NH:4][C:3]=1[C:11]([O:13]C)=O.C(O)(=O)C.[CH:19](N)=[NH:20].C(OCC)(=O)C. The catalyst is C(O)C.CCCCCC. The product is [N:1]1[C:2]2[CH:6]=[CH:5][NH:4][C:3]=2[C:11](=[O:13])[NH:20][CH:19]=1. The yield is 0.800. (2) The reactants are [CH:1]1([C:4]([OH:6])=O)[CH2:3][CH2:2]1.CCN=C=NCCCN(C)C.Cl.C1C=CC2N(O)N=NC=2C=1.C(N(CC)CC)C.[NH2:36][C:37]1[C:45]2[C:40](=[CH:41][CH:42]=[C:43]([C:46]3[O:50][C:49]([NH:51][CH:52]([CH3:54])[CH3:53])=[N:48][N:47]=3)[CH:44]=2)[NH:39][CH:38]=1. The catalyst is CN(C=O)C. The product is [CH:52]([NH:51][C:49]1[O:50][C:46]([C:43]2[CH:44]=[C:45]3[C:40](=[CH:41][CH:42]=2)[NH:39][CH:38]=[C:37]3[NH:36][C:4]([CH:1]2[CH2:3][CH2:2]2)=[O:6])=[N:47][N:48]=1)([CH3:54])[CH3:53]. The yield is 0.110. (3) The yield is 0.142. The catalyst is O1CCOCC1.C1C=CC([P]([Pd]([P](C2C=CC=CC=2)(C2C=CC=CC=2)C2C=CC=CC=2)([P](C2C=CC=CC=2)(C2C=CC=CC=2)C2C=CC=CC=2)[P](C2C=CC=CC=2)(C2C=CC=CC=2)C2C=CC=CC=2)(C2C=CC=CC=2)C2C=CC=CC=2)=CC=1.O. The reactants are Br[C:2]1[CH:11]=[C:10]2[C:5]([C:6]([NH:26][C:27]3[CH:28]=[C:29]([C:37]([O:39]C)=[O:38])[CH:30]=[C:31]([C:33]([O:35]C)=[O:34])[CH:32]=3)=[C:7]([C:12]([NH:14][CH2:15][C:16]3[CH:21]=[CH:20][CH:19]=[C:18]([C:22]([O:24]C)=[O:23])[CH:17]=3)=[O:13])[CH:8]=[N:9]2)=[CH:4][CH:3]=1.[CH3:41][C:42]1[C:46](B2OC(C)(C)C(C)(C)O2)=[C:45]([CH3:56])[NH:44][N:43]=1.C(=O)([O-])[O-].[K+].[K+].[OH-].[Na+]. The product is [C:22]([C:18]1[CH:17]=[C:16]([CH2:15][NH:14][C:12]([C:7]2[CH:8]=[N:9][C:10]3[C:5]([C:6]=2[NH:26][C:27]2[CH:28]=[C:29]([C:37]([OH:39])=[O:38])[CH:30]=[C:31]([C:33]([OH:35])=[O:34])[CH:32]=2)=[CH:4][CH:3]=[C:2]([C:46]2[C:42]([CH3:41])=[N:43][NH:44][C:45]=2[CH3:56])[CH:11]=3)=[O:13])[CH:21]=[CH:20][CH:19]=1)([OH:24])=[O:23]. (4) The catalyst is CN(C=O)C.O. The yield is 0.910. The product is [OH:16][C:17]1[C:25]([CH3:26])=[CH:24][C:20]([C:21]([O:23][CH3:1])=[O:22])=[CH:19][C:18]=1[CH3:27]. The reactants are [C:1]([O-])([O-])=O.[K+].[K+].IC.C([O:16][C:17]1[C:25]([CH3:26])=[CH:24][C:20]([C:21]([OH:23])=[O:22])=[CH:19][C:18]=1[CH3:27])C1C=CC=CC=1.Cl. (5) The reactants are [F:1][C:2]([F:12])([F:11])[C:3]1[CH:10]=[CH:9]C(CBr)=CC=1.BrCCCC(F)(F)F.[CH3:21][C:22]1[N:23]=[C:24]([N:32]2[C:36](=[O:37])[NH:35][N:34]=[CH:33]2)[S:25][C:26]=1[C:27]([O:29][CH2:30][CH3:31])=[O:28]. No catalyst specified. The product is [CH3:21][C:22]1[N:23]=[C:24]([N:32]2[C:36](=[O:37])[N:35]([CH2:9][CH2:10][CH2:3][C:2]([F:1])([F:11])[F:12])[N:34]=[CH:33]2)[S:25][C:26]=1[C:27]([O:29][CH2:30][CH3:31])=[O:28]. The yield is 0.320. (6) The reactants are [Cl:1][C:2]1[C:3]([OH:12])=[N:4][CH:5]=[C:6]([C:8]([O:10][CH3:11])=[O:9])[CH:7]=1.[C:13]([O:17][C:18]([N:20]1[CH2:26][CH2:25][CH2:24][C@H:21]1[CH2:22]O)=[O:19])([CH3:16])([CH3:15])[CH3:14].C1C=CC(P(C2C=CC=CC=2)C2C=CC=CC=2)=CC=1.CC(OC(/N=N/C(OC(C)C)=O)=O)C. The catalyst is C1COCC1. The product is [Cl:1][C:2]1[C:3]([O:12][CH2:22][CH:21]2[CH2:24][CH2:25][CH2:26][N:20]2[C:18]([O:17][C:13]([CH3:14])([CH3:16])[CH3:15])=[O:19])=[N:4][CH:5]=[C:6]([C:8]([O:10][CH3:11])=[O:9])[CH:7]=1. The yield is 0.400. (7) The reactants are Br[C:2]1[N:3]=[C:4]2[C:10]3[CH:11]=[CH:12][CH:13]=[CH:14][C:9]=3[NH:8][C:7]3[N:15]=[CH:16][CH:17]=[CH:18][C:6]=3[N:5]2[C:19]=1[C:20]1[CH:25]=[CH:24][C:23]([C:26]2([NH:30]C(=O)OC(C)(C)C)[CH2:29][CH2:28][CH2:27]2)=[CH:22][CH:21]=1.CC1(C)C(C)(C)OB([C:46]2[CH:47]=[CH:48][C:49]([N:52]3[CH2:57][CH2:56][O:55][CH2:54][CH2:53]3)=[N:50][CH:51]=2)O1.[O-]P([O-])([O-])=O.[K+].[K+].[K+]. The catalyst is CN(C=O)C.O.CCOC(C)=O.CC(P(C(C)(C)C)C1C=CC(N(C)C)=CC=1)(C)C.CC(P(C(C)(C)C)C1C=CC(N(C)C)=CC=1)(C)C.Cl[Pd]Cl. The product is [N:52]1([C:49]2[N:50]=[CH:51][C:46]([C:2]3[N:3]=[C:4]4[C:10]5[CH:11]=[CH:12][CH:13]=[CH:14][C:9]=5[NH:8][C:7]5[N:15]=[CH:16][CH:17]=[CH:18][C:6]=5[N:5]4[C:19]=3[C:20]3[CH:21]=[CH:22][C:23]([C:26]4([NH2:30])[CH2:29][CH2:28][CH2:27]4)=[CH:24][CH:25]=3)=[CH:47][CH:48]=2)[CH2:53][CH2:54][O:55][CH2:56][CH2:57]1. The yield is 0.390.